From a dataset of Forward reaction prediction with 1.9M reactions from USPTO patents (1976-2016). Predict the product of the given reaction. (1) Given the reactants S(Cl)(Cl)=O.[CH2:5]([O:8][C:9]1[CH:14]=[CH:13][C:12]([C:15]2[CH:19]=[C:18]([CH2:20][C:21]([OH:23])=[O:22])[O:17][N:16]=2)=[C:11]([C:24]([F:27])([F:26])[F:25])[CH:10]=1)[CH2:6][CH3:7].[CH3:28]O, predict the reaction product. The product is: [CH2:5]([O:8][C:9]1[CH:14]=[CH:13][C:12]([C:15]2[CH:19]=[C:18]([CH2:20][C:21]([O:23][CH3:28])=[O:22])[O:17][N:16]=2)=[C:11]([C:24]([F:26])([F:27])[F:25])[CH:10]=1)[CH2:6][CH3:7]. (2) Given the reactants [C:1]12([C:12]3[C:7](=[CH:8][CH:9]=[CH:10][C:11]=3[O:13][C:14]3[N:19]=[CH:18][C:17]([NH:20][C:21]([C@@:23]([NH:27]C(=O)OC(C)(C)C)([CH3:26])[CH2:24][CH3:25])=[O:22])=[CH:16][N:15]=3)[O:6][CH2:5][CH2:4]1)[CH2:3][CH2:2]2.C(O)(C(F)(F)F)=O, predict the reaction product. The product is: [C:1]12([C:12]3[C:7](=[CH:8][CH:9]=[CH:10][C:11]=3[O:13][C:14]3[N:19]=[CH:18][C:17]([NH:20][C:21](=[O:22])[C@:23]([CH3:26])([CH2:24][CH3:25])[NH2:27])=[CH:16][N:15]=3)[O:6][CH2:5][CH2:4]1)[CH2:2][CH2:3]2. (3) Given the reactants C1C=CC(P(N=[N+]=[N-])(C2C=CC=CC=2)=[O:8])=CC=1.[C:18]([C:22]1[CH:26]=[C:25](C(O)=O)[N:24]([C:30]2[CH:35]=[CH:34][C:33]([N:36]([CH3:38])[CH3:37])=[CH:32][CH:31]=2)[N:23]=1)([CH3:21])([CH3:20])[CH3:19].CC[N:41]([CH2:44]C)CC.[NH2:46][C:47]1[C:56]2[C:51](=[CH:52][CH:53]=[CH:54][CH:55]=2)[C:50]([O:57][C:58]2[CH:63]=[CH:62][N:61]=[C:60]([NH:64][C:65]3[CH:70]=[C:69]([O:71][CH2:72][CH2:73][O:74][CH2:75][CH2:76][O:77][CH2:78][CH2:79][O:80][CH3:81])[CH:68]=[C:67]([O:82][CH3:83])[CH:66]=3)[N:59]=2)=[CH:49][CH:48]=1, predict the reaction product. The product is: [C:18]([C:22]1[CH:26]=[C:25]([NH:41][C:44]([NH:46][C:47]2[C:56]3[C:51](=[CH:52][CH:53]=[CH:54][CH:55]=3)[C:50]([O:57][C:58]3[CH:63]=[CH:62][N:61]=[C:60]([NH:64][C:65]4[CH:70]=[C:69]([O:71][CH2:72][CH2:73][O:74][CH2:75][CH2:76][O:77][CH2:78][CH2:79][O:80][CH3:81])[CH:68]=[C:67]([O:82][CH3:83])[CH:66]=4)[N:59]=3)=[CH:49][CH:48]=2)=[O:8])[N:24]([C:30]2[CH:31]=[CH:32][C:33]([N:36]([CH3:37])[CH3:38])=[CH:34][CH:35]=2)[N:23]=1)([CH3:19])([CH3:21])[CH3:20]. (4) Given the reactants [NH2:1][C:2]1[CH:6]=[C:5]([C:7]2[CH:12]=[CH:11][N:10]=[CH:9][CH:8]=2)[S:4][C:3]=1[C:13]([NH2:15])=[O:14].[CH3:16][C:17](=O)[CH2:18][CH3:19].O.C1(C)C=CC(S(O)(=O)=O)=CC=1.C(=O)([O-])O.[Na+], predict the reaction product. The product is: [CH2:17]([C:18]1([CH3:19])[NH:1][C:2]2[CH:6]=[C:5]([C:7]3[CH:8]=[CH:9][N:10]=[CH:11][CH:12]=3)[S:4][C:3]=2[C:13](=[O:14])[NH:15]1)[CH3:16]. (5) The product is: [F:4][C:5]([F:23])([F:22])[CH:6]([C:15]1[CH:20]=[CH:19][N:18]=[C:17]([C:1]#[N:3])[CH:16]=1)[O:7][Si:8]([CH2:13][CH3:14])([CH2:11][CH3:12])[CH2:9][CH3:10]. Given the reactants [C:1](#[N:3])C.[F:4][C:5]([F:23])([F:22])[CH:6]([C:15]1[CH:20]=[CH:19][N+:18]([O-])=[CH:17][CH:16]=1)[O:7][Si:8]([CH2:13][CH3:14])([CH2:11][CH3:12])[CH2:9][CH3:10].C[Si](C#N)(C)C, predict the reaction product. (6) The product is: [Cl:10][C:5]1[CH:4]=[C:3]2[C:2](=[CH:7][C:6]=1[O:8][CH3:9])[NH:1][C:13]([CH3:15])=[CH:12][C:11]2=[O:16]. Given the reactants [NH2:1][C:2]1[CH:3]=[CH:4][C:5]([Cl:10])=[C:6]([O:8][CH3:9])[CH:7]=1.[C:11](OCC)(=[O:16])[CH2:12][C:13]([CH3:15])=O, predict the reaction product. (7) Given the reactants [NH:1]1[C:9]2[C:4](=[CH:5][C:6]([C:10]3[C:11]([C:28]([O:30][CH2:31][CH3:32])=[O:29])=[C:12]4[C:21]5[C:16](=[CH:17][C:18]([O:24][CH3:25])=[C:19]([O:22][CH3:23])[CH:20]=5)[CH2:15][CH2:14][N:13]4[C:26]=3[CH3:27])=[CH:7][CH:8]=2)[CH2:3][CH2:2]1.[CH:33]([N:36]=[C:37]=[O:38])([CH3:35])[CH3:34], predict the reaction product. The product is: [CH:33]([NH:36][C:37]([N:1]1[C:9]2[C:4](=[CH:5][C:6]([C:10]3[C:11]([C:28]([O:30][CH2:31][CH3:32])=[O:29])=[C:12]4[C:21]5[C:16](=[CH:17][C:18]([O:24][CH3:25])=[C:19]([O:22][CH3:23])[CH:20]=5)[CH2:15][CH2:14][N:13]4[C:26]=3[CH3:27])=[CH:7][CH:8]=2)[CH2:3][CH2:2]1)=[O:38])([CH3:35])[CH3:34]. (8) Given the reactants C([O:5][C:6](=[O:44])[C:7]1[CH:12]=[CH:11][CH:10]=[C:9]([NH:13][C:14]([C@H:16]2[C@H:20]([C:21]3[CH:26]=[CH:25][CH:24]=[C:23]([Cl:27])[C:22]=3[F:28])[C@:19]([C:31]3[CH:36]=[CH:35][C:34]([Cl:37])=[CH:33][C:32]=3[F:38])([C:29]#[N:30])[C@H:18]([CH2:39][C:40]([CH3:43])([CH3:42])[CH3:41])[NH:17]2)=[O:15])[CH:8]=1)(C)(C)C, predict the reaction product. The product is: [Cl:27][C:23]1[C:22]([F:28])=[C:21]([C@@H:20]2[C@:19]([C:31]3[CH:36]=[CH:35][C:34]([Cl:37])=[CH:33][C:32]=3[F:38])([C:29]#[N:30])[C@H:18]([CH2:39][C:40]([CH3:43])([CH3:41])[CH3:42])[NH:17][C@H:16]2[C:14]([NH:13][C:9]2[CH:8]=[C:7]([CH:12]=[CH:11][CH:10]=2)[C:6]([OH:44])=[O:5])=[O:15])[CH:26]=[CH:25][CH:24]=1.